Dataset: Forward reaction prediction with 1.9M reactions from USPTO patents (1976-2016). Task: Predict the product of the given reaction. (1) Given the reactants [F:1][C:2]([F:33])([F:32])[C:3]1[CH:8]=[CH:7][C:6]([C:9]2[N:14]=[CH:13][C:12]([CH:15]([O:22][C:23]3[CH:31]=[CH:30][C:26]([C:27](O)=[O:28])=[CH:25][CH:24]=3)[CH2:16][CH2:17][CH2:18][CH2:19][CH2:20][CH3:21])=[CH:11][CH:10]=2)=[CH:5][CH:4]=1.C(N(CC)CC)C.[CH3:41][O:42][C:43](=[O:47])[CH2:44][CH2:45][NH2:46].CCN=C=NCCCN(C)C, predict the reaction product. The product is: [F:33][C:2]([F:1])([F:32])[C:3]1[CH:4]=[CH:5][C:6]([C:9]2[N:14]=[CH:13][C:12]([CH:15]([O:22][C:23]3[CH:24]=[CH:25][C:26]([C:27]([NH:46][CH2:45][CH2:44][C:43]([O:42][CH3:41])=[O:47])=[O:28])=[CH:30][CH:31]=3)[CH2:16][CH2:17][CH2:18][CH2:19][CH2:20][CH3:21])=[CH:11][CH:10]=2)=[CH:7][CH:8]=1. (2) Given the reactants [CH3:1][N:2]1[CH2:6][CH2:5][CH2:4][CH2:3]1.[Cl:7][CH2:8][CH2:9][OH:10], predict the reaction product. The product is: [Cl-:7].[OH:10][CH2:9][CH2:8][N+:2]1([CH3:1])[CH2:6][CH2:5][CH2:4][CH2:3]1.